From a dataset of Forward reaction prediction with 1.9M reactions from USPTO patents (1976-2016). Predict the product of the given reaction. Given the reactants [C:1]1([CH:7]([C:35]2[CH:40]=[CH:39][CH:38]=[CH:37][CH:36]=2)[CH2:8][CH2:9][O:10][C:11]([C:13]2[CH:14]([C:28]3[CH:33]=[CH:32][CH:31]=[C:30]([Cl:34])[CH:29]=3)[C:15]([C:21]([O:23]CCC#N)=[O:22])=[C:16]([CH3:20])[NH:17][C:18]=2[CH3:19])=[O:12])[CH:6]=[CH:5][CH:4]=[CH:3][CH:2]=1.[OH-].[Na+].Cl, predict the reaction product. The product is: [C:35]1([CH:7]([C:1]2[CH:2]=[CH:3][CH:4]=[CH:5][CH:6]=2)[CH2:8][CH2:9][O:10][C:11]([C:13]2[CH:14]([C:28]3[CH:33]=[CH:32][CH:31]=[C:30]([Cl:34])[CH:29]=3)[C:15]([C:21]([OH:23])=[O:22])=[C:16]([CH3:20])[NH:17][C:18]=2[CH3:19])=[O:12])[CH:36]=[CH:37][CH:38]=[CH:39][CH:40]=1.